This data is from Peptide-MHC class I binding affinity with 185,985 pairs from IEDB/IMGT. The task is: Regression. Given a peptide amino acid sequence and an MHC pseudo amino acid sequence, predict their binding affinity value. This is MHC class I binding data. (1) The peptide sequence is SDNGILCPT. The MHC is HLA-B44:02 with pseudo-sequence HLA-B44:02. The binding affinity (normalized) is 0.0541. (2) The peptide sequence is MLPPCYNFLK. The MHC is HLA-A33:01 with pseudo-sequence HLA-A33:01. The binding affinity (normalized) is 0.545. (3) The peptide sequence is LLGDSDSVAK. The MHC is HLA-A03:01 with pseudo-sequence HLA-A03:01. The binding affinity (normalized) is 0.509. (4) The peptide sequence is NVTYNIKPV. The MHC is HLA-A02:06 with pseudo-sequence HLA-A02:06. The binding affinity (normalized) is 0.376. (5) The peptide sequence is NSGDKYLGPR. The MHC is HLA-A33:01 with pseudo-sequence HLA-A33:01. The binding affinity (normalized) is 0.148. (6) The MHC is HLA-B58:01 with pseudo-sequence HLA-B58:01. The peptide sequence is MRMLWMANY. The binding affinity (normalized) is 0.213. (7) The peptide sequence is GSFKEYVFW. The MHC is HLA-A01:01 with pseudo-sequence HLA-A01:01. The binding affinity (normalized) is 0.0847.